From a dataset of Antibody paratope prediction from SAbDab with 1,023 antibody chains. Token-level Classification. Given an antibody amino acid sequence, predict which amino acid positions are active in antigen binding. Output is a list of indices for active paratope positions. Given the antibody sequence: DVQLQESGPALVKPSQSLSLTCTVTGYSITSDYAWNWIRQFPGNKLEWMGYISYSANTRYNPSLKSRISITRDTSKNQFFLQLNSVTVEDTATYYCATAGRGFPYWGQGTLVTVSA, which amino acid positions are active in antigen binding (paratope)? The paratope positions are: [31, 53, 83, 84, 85].